Dataset: Full USPTO retrosynthesis dataset with 1.9M reactions from patents (1976-2016). Task: Predict the reactants needed to synthesize the given product. (1) Given the product [NH2:37][C@H:38]([C:41]1[O:45][N:44]=[C:43]([CH3:46])[N:42]=1)[CH2:39][S:40][C:2]1[N:3]=[C:4]([O:29][CH3:30])[C:5]([NH:9][S:10]([C:13]2[CH:18]=[CH:17][CH:16]=[C:15]([Cl:19])[C:14]=2[Cl:20])(=[O:11])=[O:12])=[N:6][C:7]=1[Cl:8], predict the reactants needed to synthesize it. The reactants are: Br[C:2]1[N:3]=[C:4]([O:29][CH3:30])[C:5]([N:9](COCC[Si](C)(C)C)[S:10]([C:13]2[CH:18]=[CH:17][CH:16]=[C:15]([Cl:19])[C:14]=2[Cl:20])(=[O:12])=[O:11])=[N:6][C:7]=1[Cl:8].CC(OC(=O)[NH:37][C@H:38]([C:41]1[O:45][N:44]=[C:43]([CH3:46])[N:42]=1)[CH2:39][SH:40])(C)C.C(N(CC)C(C)C)(C)C.FC(F)(F)C(O)=O. (2) Given the product [O:12]=[C:7]1[CH:6]=[CH:5][C:4]2[C:9](=[CH:10][CH:11]=[C:2]([S:13][C:14]3[CH:15]=[C:16]([C:20]4([C:26]#[N:27])[CH2:21][CH2:22][O:23][CH2:24][CH2:25]4)[CH:17]=[CH:18][CH:19]=3)[CH:3]=2)[NH:8]1, predict the reactants needed to synthesize it. The reactants are: I[C:2]1[CH:3]=[C:4]2[C:9](=[CH:10][CH:11]=1)[NH:8][C:7](=[O:12])[CH:6]=[CH:5]2.[SH:13][C:14]1[CH:15]=[C:16]([C:20]2([C:26]#[N:27])[CH2:25][CH2:24][O:23][CH2:22][CH2:21]2)[CH:17]=[CH:18][CH:19]=1.CCN(C(C)C)C(C)C.C1(P(C2C=CC=CC=2)C2C3OC4C(=CC=CC=4P(C4C=CC=CC=4)C4C=CC=CC=4)C(C)(C)C=3C=CC=2)C=CC=CC=1. (3) Given the product [Br:1][C:2]1[CH:3]=[N:4][C:5]([N:8]([C@H:9]2[CH2:14][CH2:13][C@H:12]([C:15]#[C:16][CH2:17][CH2:18][N:26]([CH3:27])[CH3:25])[CH2:11][CH2:10]2)[CH3:24])=[N:6][CH:7]=1, predict the reactants needed to synthesize it. The reactants are: [Br:1][C:2]1[CH:3]=[N:4][C:5]([N:8]([CH3:24])[C@H:9]2[CH2:14][CH2:13][C@H:12]([C:15]#[C:16][CH2:17][CH2:18]OS(C)(=O)=O)[CH2:11][CH2:10]2)=[N:6][CH:7]=1.[CH3:25][NH:26][CH3:27]. (4) Given the product [ClH:29].[CH3:7][C:6]1([CH3:8])[C:2]([CH3:1])([CH3:28])[O:3][B:4]([C:9]2[CH:14]=[CH:13][C:12]([CH:15]3[CH2:20][CH2:19][NH:18][CH2:17][CH2:16]3)=[CH:11][CH:10]=2)[O:5]1, predict the reactants needed to synthesize it. The reactants are: [CH3:1][C:2]1([CH3:28])[C:6]([CH3:8])([CH3:7])[O:5][B:4]([C:9]2[CH:14]=[CH:13][C:12]([CH:15]3[CH2:20][CH2:19][N:18](C(OC(C)(C)C)=O)[CH2:17][CH2:16]3)=[CH:11][CH:10]=2)[O:3]1.[ClH:29].CC(=O)OCC. (5) Given the product [CH3:1][CH2:2][CH2:3][CH2:4][CH:5]([CH2:8][O:9][C:10]([C:12]1[C:17]([C:18]([O:20][CH2:21][CH:22]([CH2:25][CH2:26][CH2:27][CH3:28])[CH2:23][CH3:24])=[O:19])=[CH:16][CH:15]=[CH:14][CH:13]=1)=[O:11])[CH2:6][CH3:7].[CH3:29][S:30]([CH3:32])=[O:31], predict the reactants needed to synthesize it. The reactants are: [CH3:1][CH2:2][CH2:3][CH2:4][CH:5]([CH2:8][O:9][C:10]([C:12]1[C:17]([C:18]([O:20][CH2:21][CH:22]([CH2:25][CH2:26][CH2:27][CH3:28])[CH2:23][CH3:24])=[O:19])=[CH:16][CH:15]=[CH:14][CH:13]=1)=[O:11])[CH2:6][CH3:7].[CH3:29][S:30]([CH3:32])=[O:31]. (6) Given the product [Cl-:30].[CH2:1]([O:5][C:6]1[C:11]2[C:12]([O:15][CH2:16][CH:17]3[CH2:22][CH2:21][NH2+:20][CH2:19][CH2:18]3)=[N:13][O:14][C:10]=2[CH:9]=[CH:8][CH:7]=1)[CH:2]([CH3:4])[CH3:3], predict the reactants needed to synthesize it. The reactants are: [CH2:1]([O:5][C:6]1[C:11]2[C:12]([O:15][CH2:16][CH:17]3[CH2:22][CH2:21][N:20](C(OC(C)(C)C)=O)[CH2:19][CH2:18]3)=[N:13][O:14][C:10]=2[CH:9]=[CH:8][CH:7]=1)[CH:2]([CH3:4])[CH3:3].[ClH:30].